This data is from Forward reaction prediction with 1.9M reactions from USPTO patents (1976-2016). The task is: Predict the product of the given reaction. (1) Given the reactants [C:1]([O:4][CH2:5][CH2:6][O:7][CH2:8][CH2:9][O:10][CH2:11][CH3:12])(=[O:3])[CH3:2].C1(C=CC(O)=CC=1)[OH:14].C1(P(C2C=CC=CC=2)C2C=CC=CC=2)C=CC=CC=1, predict the reaction product. The product is: [C:5]1(=[O:14])[O:4][C:1](=[O:3])[CH2:2][CH2:6]1.[C:1]([O:4][CH2:5][CH2:6][O:7][CH2:8][CH2:9][O:10][CH2:11][CH3:12])(=[O:3])[CH3:2]. (2) Given the reactants Br[CH2:2][C:3]1[CH:8]=[C:7]([Cl:9])[CH:6]=[C:5]([Cl:10])[C:4]=1[I:11].[C:12]([O-:15])(=[O:14])[CH3:13].[Na+], predict the reaction product. The product is: [C:12]([O:15][CH2:2][C:3]1[CH:8]=[C:7]([Cl:9])[CH:6]=[C:5]([Cl:10])[C:4]=1[I:11])(=[O:14])[CH3:13].